Dataset: Forward reaction prediction with 1.9M reactions from USPTO patents (1976-2016). Task: Predict the product of the given reaction. (1) Given the reactants [NH2:1][C:2]1[CH:27]=[CH:26][C:5]([O:6][C:7]2[CH:12]=[CH:11][N:10]=[C:9]3[CH:13]=[C:14]([C:16]4[CH:25]=[CH:24][C:19]([C:20]([NH:22][CH3:23])=[O:21])=[CH:18][CH:17]=4)[S:15][C:8]=23)=[C:4]([F:28])[CH:3]=1.[F:29][C:30]1[CH:35]=[CH:34][C:33]([N:36]2[C:41](=[O:42])[C:40]([C:43](O)=[O:44])=[CH:39][CH:38]=[N:37]2)=[CH:32][CH:31]=1, predict the reaction product. The product is: [F:28][C:4]1[CH:3]=[C:2]([NH:1][C:43]([C:40]2[C:41](=[O:42])[N:36]([C:33]3[CH:34]=[CH:35][C:30]([F:29])=[CH:31][CH:32]=3)[N:37]=[CH:38][CH:39]=2)=[O:44])[CH:27]=[CH:26][C:5]=1[O:6][C:7]1[CH:12]=[CH:11][N:10]=[C:9]2[CH:13]=[C:14]([C:16]3[CH:25]=[CH:24][C:19]([C:20](=[O:21])[NH:22][CH3:23])=[CH:18][CH:17]=3)[S:15][C:8]=12. (2) Given the reactants [O:1]=[C:2]([CH2:8][CH3:9])[CH2:3][C:4]([O:6][CH3:7])=[O:5].[C:10]([O:14][CH3:15])(=[O:13])[CH:11]=[CH2:12], predict the reaction product. The product is: [CH3:15][O:14][C:10](=[O:13])[CH2:11][CH2:12][C:3]([C:4]([O:6][CH3:7])=[O:5])([C:2](=[O:1])[CH2:8][CH3:9])[CH2:2][CH2:3][C:4]([O:6][CH3:7])=[O:5]. (3) Given the reactants [Cl:1][C:2]1[N:3]=[N:4][C:5]([C:8]#[C:9][CH2:10][CH2:11][N:12]2[CH:16]=[CH:15][N:14]=[N:13]2)=[CH:6][CH:7]=1.C(O)C1C=CC=CC=1.CC(C)([O-])C.[Na+], predict the reaction product. The product is: [Cl:1][C:2]1[N:3]=[N:4][C:5]([CH2:8][CH2:9][CH2:10][CH2:11][N:12]2[CH:16]=[CH:15][N:14]=[N:13]2)=[CH:6][CH:7]=1. (4) Given the reactants [CH3:1][C:2]1[CH:3]=[N:4][C:5]2[N:6]([N:8]=[C:9]([C:13]3[CH:18]=[CH:17][CH:16]=[CH:15][CH:14]=3)[C:10]=2[CH2:11]O)[CH:7]=1.S(Cl)([Cl:21])=O, predict the reaction product. The product is: [Cl:21][CH2:11][C:10]1[C:9]([C:13]2[CH:18]=[CH:17][CH:16]=[CH:15][CH:14]=2)=[N:8][N:6]2[CH:7]=[C:2]([CH3:1])[CH:3]=[N:4][C:5]=12. (5) The product is: [Br:1][CH2:12][C:11]([C:6]1[CH:7]=[CH:8][C:9]([CH3:10])=[C:4]([Br:3])[CH:5]=1)=[O:13]. Given the reactants [Br:1]Br.[Br:3][C:4]1[CH:5]=[C:6]([C:11](=[O:13])[CH3:12])[CH:7]=[CH:8][C:9]=1[CH3:10], predict the reaction product. (6) Given the reactants [CH3:1][C@H:2]1[CH2:7][CH2:6][C@H:5]([C:8]([N:10]([CH:33]([CH3:35])[CH3:34])[C:11]2[CH:15]=[C:14]([C:16]3[CH:21]=[CH:20][C:19]([NH:22][C:23]([C:25]4[N:26]=[CH:27][S:28][CH:29]=4)=[O:24])=[CH:18][CH:17]=3)[S:13][C:12]=2[C:30]([OH:32])=[O:31])=[O:9])[CH2:4][CH2:3]1.[OH-].[K+:37], predict the reaction product. The product is: [CH3:1][C@H:2]1[CH2:7][CH2:6][C@H:5]([C:8]([N:10]([CH:33]([CH3:35])[CH3:34])[C:11]2[CH:15]=[C:14]([C:16]3[CH:17]=[CH:18][C:19]([NH:22][C:23]([C:25]4[N:26]=[CH:27][S:28][CH:29]=4)=[O:24])=[CH:20][CH:21]=3)[S:13][C:12]=2[C:30]([O-:32])=[O:31])=[O:9])[CH2:4][CH2:3]1.[K+:37]. (7) Given the reactants [NH2:1][C:2]1[CH:7]=[CH:6][N:5]=[CH:4][C:3]=1[Cl:8].C[Si]([N-][Si](C)(C)C)(C)C.[Na+].[O:19](C(OC(C)(C)C)=O)[C:20]([O:22][C:23]([CH3:26])([CH3:25])[CH3:24])=O.Cl, predict the reaction product. The product is: [C:23]([O:22][C:20](=[O:19])[NH:1][C:2]1[CH:7]=[CH:6][N:5]=[CH:4][C:3]=1[Cl:8])([CH3:26])([CH3:25])[CH3:24].